The task is: Predict the reactants needed to synthesize the given product.. This data is from Full USPTO retrosynthesis dataset with 1.9M reactions from patents (1976-2016). Given the product [Cl:28][C:21]1[CH:22]=[CH:23][C:24]([O:26][CH3:27])=[CH:25][C:20]=1[NH:19][C:13]1[C:12]2[C:17](=[CH:18][C:9]([OH:8])=[CH:10][C:11]=2[O:29][CH2:30][CH2:31][CH2:32][N:33]2[CH2:34][CH2:35][CH2:36][CH2:37]2)[N:16]=[CH:15][N:14]=1, predict the reactants needed to synthesize it. The reactants are: C([O:8][C:9]1[CH:18]=[C:17]2[C:12]([C:13]([NH:19][C:20]3[CH:25]=[C:24]([O:26][CH3:27])[CH:23]=[CH:22][C:21]=3[Cl:28])=[N:14][CH:15]=[N:16]2)=[C:11]([O:29][CH2:30][CH2:31][CH2:32][N:33]2[CH2:37][CH2:36][CH2:35][CH2:34]2)[CH:10]=1)C1C=CC=CC=1.C(O)C.[H][H].